This data is from HIV replication inhibition screening data with 41,000+ compounds from the AIDS Antiviral Screen. The task is: Binary Classification. Given a drug SMILES string, predict its activity (active/inactive) in a high-throughput screening assay against a specified biological target. (1) The result is 0 (inactive). The compound is O=C1CCCCC1=CC=Cc1ccccc1. (2) The molecule is CCOC(=O)N1CC2(C)C=CC1C(C(=O)OC)C2. The result is 0 (inactive). (3) The compound is CCOC(=O)c1nnsc1NC(=O)NN. The result is 0 (inactive). (4) The molecule is Cc1cccc2c1CC(=C1CCc3c(C)cccc31)C2=O. The result is 0 (inactive). (5) The compound is COC(=O)C1CCC(=O)NCCCCC(NC(=O)OCc2ccccc2)C(=O)N1. The result is 0 (inactive). (6) The drug is COc1cccc2c1OC(c1ccc(Cl)cc1)C([N+](=O)[O-])=C2. The result is 0 (inactive). (7) The drug is O=C(CC(=O)C1CCOC1=O)C(=O)Nc1ccc(Cl)cc1. The result is 0 (inactive).